This data is from Reaction yield outcomes from USPTO patents with 853,638 reactions. The task is: Predict the reaction yield, written as a fraction of the theoretical maximum amount of product (1.0 means a 100% yield; for example, 0.34 means a 34% yield). The reactants are I[CH2:2][CH2:3][CH2:4][O:5][C:6]1[CH:13]=[CH:12][C:9]([CH:10]=[O:11])=[C:8]([CH3:14])[CH:7]=1.BrCCC[Cl:19].CC1C=C(O)C=CC=1C=O.C([O-])([O-])=O.[K+].[K+]. The catalyst is C(#N)C. The product is [Cl:19][CH2:2][CH2:3][CH2:4][O:5][C:6]1[CH:13]=[CH:12][C:9]([CH:10]=[O:11])=[C:8]([CH3:14])[CH:7]=1. The yield is 0.820.